Dataset: NCI-60 drug combinations with 297,098 pairs across 59 cell lines. Task: Regression. Given two drug SMILES strings and cell line genomic features, predict the synergy score measuring deviation from expected non-interaction effect. (1) Drug 1: CCC1=C2CN3C(=CC4=C(C3=O)COC(=O)C4(CC)O)C2=NC5=C1C=C(C=C5)O. Drug 2: CCN(CC)CCNC(=O)C1=C(NC(=C1C)C=C2C3=C(C=CC(=C3)F)NC2=O)C. Cell line: LOX IMVI. Synergy scores: CSS=26.0, Synergy_ZIP=-8.17, Synergy_Bliss=-1.09, Synergy_Loewe=-13.0, Synergy_HSA=-1.78. (2) Drug 1: CC1=C(C=C(C=C1)NC(=O)C2=CC=C(C=C2)CN3CCN(CC3)C)NC4=NC=CC(=N4)C5=CN=CC=C5. Drug 2: C(CN)CNCCSP(=O)(O)O. Cell line: M14. Synergy scores: CSS=-7.74, Synergy_ZIP=4.82, Synergy_Bliss=6.10, Synergy_Loewe=-2.94, Synergy_HSA=-2.87. (3) Synergy scores: CSS=-4.11, Synergy_ZIP=4.75, Synergy_Bliss=3.80, Synergy_Loewe=0.215, Synergy_HSA=-1.47. Cell line: TK-10. Drug 2: CN1C(=O)N2C=NC(=C2N=N1)C(=O)N. Drug 1: CC1=CC2C(CCC3(C2CCC3(C(=O)C)OC(=O)C)C)C4(C1=CC(=O)CC4)C. (4) Drug 1: C1=CC(=CC=C1CC(C(=O)O)N)N(CCCl)CCCl.Cl. Drug 2: C1=CC=C(C(=C1)C(C2=CC=C(C=C2)Cl)C(Cl)Cl)Cl. Cell line: KM12. Synergy scores: CSS=11.4, Synergy_ZIP=1.07, Synergy_Bliss=6.72, Synergy_Loewe=8.37, Synergy_HSA=8.74. (5) Drug 1: C1CN1P(=S)(N2CC2)N3CC3. Drug 2: N.N.Cl[Pt+2]Cl. Cell line: U251. Synergy scores: CSS=47.4, Synergy_ZIP=-1.71, Synergy_Bliss=-1.54, Synergy_Loewe=-8.95, Synergy_HSA=0.664. (6) Drug 1: C1CCN(CC1)CCOC2=CC=C(C=C2)C(=O)C3=C(SC4=C3C=CC(=C4)O)C5=CC=C(C=C5)O. Drug 2: C1=CC=C(C=C1)NC(=O)CCCCCCC(=O)NO. Cell line: HCT-15. Synergy scores: CSS=3.86, Synergy_ZIP=-4.09, Synergy_Bliss=-5.16, Synergy_Loewe=-5.30, Synergy_HSA=-4.07. (7) Drug 1: C1CN(CCN1C(=O)CCBr)C(=O)CCBr. Drug 2: C1CCC(C(C1)N)N.C(=O)(C(=O)[O-])[O-].[Pt+4]. Cell line: SF-539. Synergy scores: CSS=35.6, Synergy_ZIP=-11.4, Synergy_Bliss=-11.2, Synergy_Loewe=-3.16, Synergy_HSA=-2.80. (8) Drug 1: CCC1=C2CN3C(=CC4=C(C3=O)COC(=O)C4(CC)O)C2=NC5=C1C=C(C=C5)O. Drug 2: CN(CCCl)CCCl.Cl. Cell line: UACC-257. Synergy scores: CSS=9.77, Synergy_ZIP=0.0372, Synergy_Bliss=4.58, Synergy_Loewe=1.19, Synergy_HSA=3.29. (9) Drug 1: CC12CCC(CC1=CCC3C2CCC4(C3CC=C4C5=CN=CC=C5)C)O. Drug 2: C1CC(=O)NC(=O)C1N2C(=O)C3=CC=CC=C3C2=O. Cell line: SF-539. Synergy scores: CSS=11.1, Synergy_ZIP=4.60, Synergy_Bliss=10.3, Synergy_Loewe=3.00, Synergy_HSA=5.91. (10) Drug 1: C1=CN(C(=O)N=C1N)C2C(C(C(O2)CO)O)O.Cl. Drug 2: CC12CCC3C(C1CCC2OP(=O)(O)O)CCC4=C3C=CC(=C4)OC(=O)N(CCCl)CCCl.[Na+]. Cell line: NCI-H322M. Synergy scores: CSS=21.0, Synergy_ZIP=-6.04, Synergy_Bliss=-1.71, Synergy_Loewe=-6.19, Synergy_HSA=-2.69.